The task is: Regression. Given a peptide amino acid sequence and an MHC pseudo amino acid sequence, predict their binding affinity value. This is MHC class I binding data.. This data is from Peptide-MHC class I binding affinity with 185,985 pairs from IEDB/IMGT. (1) The peptide sequence is MEITAEWLW. The MHC is HLA-B44:03 with pseudo-sequence HLA-B44:03. The binding affinity (normalized) is 0.795. (2) The peptide sequence is RFRNHMCLV. The MHC is HLA-B15:03 with pseudo-sequence HLA-B15:03. The binding affinity (normalized) is 0.0143.